Dataset: Catalyst prediction with 721,799 reactions and 888 catalyst types from USPTO. Task: Predict which catalyst facilitates the given reaction. (1) Reactant: [CH2:1]([N:8]1[CH2:12][CH2:11][C@H:10]([OH:13])[CH2:9]1)[C:2]1[CH:7]=[CH:6][CH:5]=[CH:4][CH:3]=1.[OH-].[Na+].[C:16]1([CH3:26])[C:17]([S:22](Cl)(=[O:24])=[O:23])=[CH:18][CH:19]=[CH:20][CH:21]=1.[Na+].[Cl-]. Product: [C:16]1([CH3:26])[C:17]([S:22]([O:13][C@H:10]2[CH2:11][CH2:12][N:8]([CH2:1][C:2]3[CH:3]=[CH:4][CH:5]=[CH:6][CH:7]=3)[CH2:9]2)(=[O:24])=[O:23])=[CH:18][CH:19]=[CH:20][CH:21]=1. The catalyst class is: 226. (2) Reactant: COC([CH:5]1[C:10](=[O:11])[CH2:9][CH2:8][N:7]([N:12]2[CH2:17][CH2:16][CH2:15][CH2:14][CH2:13]2)[C:6]1=[O:18])=O. Product: [N:7]1([N:12]2[CH2:17][CH2:16][CH2:15][CH2:14][CH2:13]2)[CH2:8][CH2:9][C:10](=[O:11])[CH2:5][C:6]1=[O:18]. The catalyst class is: 15. (3) Reactant: [Cl:1][C:2]1[CH:3]=[C:4]([NH:9][C:10]2[C:19]3[C:14](=[CH:15][C:16]([O:33][CH3:34])=[C:17]([O:20][CH2:21][CH2:22][CH2:23][N:24]4[CH2:29][CH2:28][CH2:27][CH:26]5[CH2:30][NH:31][CH2:32][CH:25]45)[CH:18]=3)[N:13]=[CH:12][N:11]=2)[CH:5]=[CH:6][C:7]=1[F:8].CO.[CH2:37](Cl)Cl.C=O. Product: [Cl:1][C:2]1[CH:3]=[C:4]([NH:9][C:10]2[C:19]3[C:14](=[CH:15][C:16]([O:33][CH3:34])=[C:17]([O:20][CH2:21][CH2:22][CH2:23][N:24]4[CH2:29][CH2:28][CH2:27][CH:26]5[CH2:30][N:31]([CH3:37])[CH2:32][CH:25]45)[CH:18]=3)[N:13]=[CH:12][N:11]=2)[CH:5]=[CH:6][C:7]=1[F:8]. The catalyst class is: 211.